This data is from Forward reaction prediction with 1.9M reactions from USPTO patents (1976-2016). The task is: Predict the product of the given reaction. Given the reactants [CH3:1][O:2][C:3](=[O:24])[CH2:4][C@H:5]1[C:9]2[CH:10]=[CH:11][C:12]([O:14][CH2:15][C:16]3[CH:21]=[CH:20][C:19]([Cl:22])=[CH:18][C:17]=3[Cl:23])=[CH:13][C:8]=2[O:7][CH2:6]1.C(C1C(=O)C(Cl)=C(Cl)C(=O)C=1C#N)#N, predict the reaction product. The product is: [CH3:1][O:2][C:3](=[O:24])[CH2:4][C:5]1[C:9]2[CH:10]=[CH:11][C:12]([O:14][CH2:15][C:16]3[CH:21]=[CH:20][C:19]([Cl:22])=[CH:18][C:17]=3[Cl:23])=[CH:13][C:8]=2[O:7][CH:6]=1.